Dataset: TCR-epitope binding with 47,182 pairs between 192 epitopes and 23,139 TCRs. Task: Binary Classification. Given a T-cell receptor sequence (or CDR3 region) and an epitope sequence, predict whether binding occurs between them. (1) The epitope is KLWAQCVQL. Result: 1 (the TCR binds to the epitope). The TCR CDR3 sequence is CASSSGVIGNQPQHF. (2) The epitope is CLGGLLTMV. The TCR CDR3 sequence is CSVELTSGSVGYEQYF. Result: 0 (the TCR does not bind to the epitope). (3) The epitope is FVRATATIPI. The TCR CDR3 sequence is CASSQVVSNYEQYF. Result: 0 (the TCR does not bind to the epitope). (4) The epitope is EILDITPCSF. The TCR CDR3 sequence is CASSFGVNTEAFF. Result: 0 (the TCR does not bind to the epitope). (5) The epitope is RLRAEAQVK. The TCR CDR3 sequence is CASSQTGLVLGGQETQYF. Result: 1 (the TCR binds to the epitope). (6) The epitope is ELAGIGILTV. The TCR CDR3 sequence is CARPPETQYF. Result: 1 (the TCR binds to the epitope). (7) The epitope is VTEHDTLLY. The TCR CDR3 sequence is CASSWGPATLSHYGYTF. Result: 0 (the TCR does not bind to the epitope). (8) The epitope is FLPRVFSAV. The TCR CDR3 sequence is CSASLLSGGAPDTQYF. Result: 1 (the TCR binds to the epitope). (9) The epitope is ALSKGVHFV. The TCR CDR3 sequence is CASSVIHTRDSEQYF. Result: 1 (the TCR binds to the epitope).